From a dataset of Reaction yield outcomes from USPTO patents with 853,638 reactions. Predict the reaction yield, written as a fraction of the theoretical maximum amount of product (1.0 means a 100% yield; for example, 0.34 means a 34% yield). (1) The reactants are [NH2:1][C:2](=O)[CH:3]([NH:13][C:14](=O)[CH2:15][C:16]([O:19][Si:20]([C:23]([CH3:26])([CH3:25])[CH3:24])([CH3:22])[CH3:21])([CH3:18])[CH3:17])[C:4]1[CH:9]=[C:8]([Cl:10])[CH:7]=[CH:6][C:5]=1[O:11][CH3:12].COC1C=CC(P2(SP(C3C=CC(OC)=CC=3)(=S)S2)=[S:38])=CC=1.N1C=CC=CC=1. The catalyst is C(Cl)Cl. The product is [Si:20]([O:19][C:16]([CH3:18])([CH3:17])[CH2:15][C:14]1[S:38][C:2]([NH2:1])=[C:3]([C:4]2[CH:9]=[C:8]([Cl:10])[CH:7]=[CH:6][C:5]=2[O:11][CH3:12])[N:13]=1)([C:23]([CH3:26])([CH3:25])[CH3:24])([CH3:22])[CH3:21]. The yield is 0.330. (2) The reactants are Cl[C:2]1[CH:3]=[C:4]([C:9]2[N:13]([C:14]3[CH:19]=[CH:18][C:17]([O:20][CH3:21])=[CH:16][CH:15]=3)[N:12]=[C:11]([CH2:22][CH:23]([C:27]3[CH:28]=[C:29]([CH3:33])[CH:30]=[CH:31][CH:32]=3)C(O)=O)[CH:10]=2)[CH:5]=[CH:6][C:7]=1Cl.[CH:34]1N=CN(C(N2C=NC=C2)=O)C=1.C(=O)([O-])[O-].[NH4+].[NH4+].C[N:53]([CH:55]=[O:56])C. The catalyst is O. The product is [CH3:21][O:20][C:17]1[CH:16]=[CH:15][C:14]([N:13]2[C:9]([C:4]3[CH:5]=[CH:6][C:7]([CH3:34])=[CH:2][CH:3]=3)=[CH:10][C:11]([CH2:22][CH:23]([C:27]3[CH:28]=[C:29]([CH3:33])[CH:30]=[CH:31][CH:32]=3)[C:55]([NH2:53])=[O:56])=[N:12]2)=[CH:19][CH:18]=1. The yield is 0.710. (3) The reactants are [CH3:1][O:2][C:3](=[O:13])[C@@H:4]([NH2:12])[CH2:5][CH:6]1[CH2:11][CH2:10][CH2:9][CH2:8][CH2:7]1.C(N(CC)C(C)C)(C)C.C([O:25][C:26](=O)/[CH:27]=[C:28](/[O:31][C:32]1[CH:33]=[C:34]([CH3:38])[CH:35]=[CH:36][CH:37]=1)\[CH2:29]Br)C. The catalyst is CN(C)C=O. The product is [CH3:1][O:2][C:3](=[O:13])[C@@H:4]([N:12]1[CH2:29][C:28]([O:31][C:32]2[CH:33]=[C:34]([CH3:38])[CH:35]=[CH:36][CH:37]=2)=[CH:27][C:26]1=[O:25])[CH2:5][CH:6]1[CH2:11][CH2:10][CH2:9][CH2:8][CH2:7]1. The yield is 0.250. (4) The reactants are [N+:1]([C:4]1[CH:12]=[C:8]([C:9]([OH:11])=[O:10])[C:7]([NH2:13])=[CH:6][CH:5]=1)([O-:3])=[O:2].N1C=CC=CC=1.[C:20]([C:24]1[CH:32]=[CH:31][C:27]([C:28](Cl)=O)=[CH:26][CH:25]=1)([CH3:23])([CH3:22])[CH3:21].O1C2C=CC=CC=2CC(=O)N1.C(Cl)(=O)C(Cl)=O. The catalyst is CN(C=O)C.C(Cl)Cl. The product is [N+:1]([C:4]1[CH:5]=[CH:6][C:7]2[N:13]=[C:28]([C:27]3[CH:31]=[CH:32][C:24]([C:20]([CH3:23])([CH3:22])[CH3:21])=[CH:25][CH:26]=3)[O:10][C:9](=[O:11])[C:8]=2[CH:12]=1)([O-:3])=[O:2]. The yield is 0.936. (5) The catalyst is CS(C)=O.Cl[Pd](Cl)([P](C1C=CC=CC=1)(C1C=CC=CC=1)C1C=CC=CC=1)[P](C1C=CC=CC=1)(C1C=CC=CC=1)C1C=CC=CC=1. The product is [NH2:1][C:2]1[N:7]=[C:6]([N:8]2[C:12]3[CH:13]=[C:14]([C:35]#[C:34][C:32]([OH:36])([C:29]4[CH:28]=[C:27]([CH3:26])[O:31][N:30]=4)[CH3:33])[CH:15]=[CH:16][C:11]=3[N:10]=[C:9]2[O:18][CH:19]2[CH2:22][N:21]([C:23](=[O:25])[CH3:24])[CH2:20]2)[CH:5]=[CH:4][N:3]=1. The yield is 0.210. The reactants are [NH2:1][C:2]1[N:7]=[C:6]([N:8]2[C:12]3[CH:13]=[C:14](Br)[CH:15]=[CH:16][C:11]=3[N:10]=[C:9]2[O:18][CH:19]2[CH2:22][N:21]([C:23](=[O:25])[CH3:24])[CH2:20]2)[CH:5]=[CH:4][N:3]=1.[CH3:26][C:27]1[O:31][N:30]=[C:29]([C:32]([OH:36])([C:34]#[CH:35])[CH3:33])[CH:28]=1.C(N(CC)CC)C. (6) The reactants are [CH2:1]([O:3][C:4](=[O:18])[CH2:5][CH2:6][CH2:7][CH2:8][CH2:9][CH2:10][O:11][C:12]1[CH:17]=[CH:16][CH:15]=[CH:14][CH:13]=1)[CH3:2].[CH2:19]([O:26]C1C=CC(O)=CC=1)[C:20]1[CH:25]=[CH:24][CH:23]=[CH:22][CH:21]=1.C1OCCOCCOCCOCCOCCOC1.C(=O)([O-])[O-].[K+].[K+].BrCCCCCCC(OCC)=O. The catalyst is CC(C)=O. The product is [CH2:1]([O:3][C:4](=[O:18])[CH2:5][CH2:6][CH2:7][CH2:8][CH2:9][CH2:10][O:11][C:12]1[CH:13]=[CH:14][C:15]([O:26][CH2:19][C:20]2[CH:25]=[CH:24][CH:23]=[CH:22][CH:21]=2)=[CH:16][CH:17]=1)[CH3:2]. The yield is 0.900. (7) The reactants are C1COCC1.[BH4-].[Na+].[OH:8][C@@:9]([C:42]1[CH:51]=[CH:50][C:49]2[C:44](=[CH:45][CH:46]=[C:47]([C:52]([NH:54][CH3:55])=[O:53])[CH:48]=2)[CH:43]=1)([C:18]1[N:19]=[CH:20][N:21]([C:23]([C:36]2[CH:41]=[CH:40][CH:39]=[CH:38][CH:37]=2)([C:30]2[CH:35]=[CH:34][CH:33]=[CH:32][CH:31]=2)[C:24]2[CH:29]=[CH:28][CH:27]=[CH:26][CH:25]=2)[CH:22]=1)[CH2:10][C:11](OC(C)(C)C)=[O:12].[Cl-].[NH4+]. The catalyst is C(OCC)(=O)C.C(O)C.O.[Cl-].[Zn+2].[Cl-]. The product is [OH:8][C@@:9]([C:42]1[CH:43]=[C:44]2[C:49](=[CH:50][CH:51]=1)[CH:48]=[C:47]([C:52]([NH:54][CH3:55])=[O:53])[CH:46]=[CH:45]2)([C:18]1[N:19]=[CH:20][N:21]([C:23]([C:30]2[CH:35]=[CH:34][CH:33]=[CH:32][CH:31]=2)([C:36]2[CH:37]=[CH:38][CH:39]=[CH:40][CH:41]=2)[C:24]2[CH:29]=[CH:28][CH:27]=[CH:26][CH:25]=2)[CH:22]=1)[CH2:10][CH2:11][OH:12]. The yield is 0.580. (8) The reactants are [OH-].[Na+].[NH2:3][C:4]1[S:5][C:6]2[CH:12]=[C:11]([S:13][C:14]([CH3:21])([CH3:20])[C:15]([O:17]CC)=[O:16])[CH:10]=[CH:9][C:7]=2[N:8]=1. The catalyst is C(O)C.C1COCC1. The product is [NH2:3][C:4]1[S:5][C:6]2[CH:12]=[C:11]([S:13][C:14]([CH3:21])([CH3:20])[C:15]([OH:17])=[O:16])[CH:10]=[CH:9][C:7]=2[N:8]=1. The yield is 0.400. (9) The reactants are [Cl:1][C:2]1[CH:3]=[C:4]([NH:19]C(=O)OC(C)(C)C)[CH:5]=[C:6]([F:18])[C:7]=1[C:8]1[S:9][C:10]2[C:11](Cl)=[N:12][CH:13]=[CH:14][C:15]=2[N:16]=1.ClC1[C:33]2S[C:35](C3C(F)=CC(I)=CC=3Cl)=[N:36][C:32]=2[CH:31]=[CH:30][N:29]=1.C(=O)(OC(C)(C)C)[NH2:47].CC1(C)C2C(=C(P(C3C=CC=CC=3)C3C=CC=CC=3)C=CC=2)OC2C(P(C3C=CC=CC=3)C3C=CC=CC=3)=CC=CC1=2. The catalyst is C1(C)C=CC=CC=1.[O-]P([O-])([O-])=O.[K+].[K+].[K+].O.C1C=CC(/C=C/C(/C=C/C2C=CC=CC=2)=O)=CC=1.C1C=CC(/C=C/C(/C=C/C2C=CC=CC=2)=O)=CC=1.C1C=CC(/C=C/C(/C=C/C2C=CC=CC=2)=O)=CC=1.[Pd].[Pd]. The product is [NH2:19][C:4]1[CH:5]=[C:6]([F:18])[C:7]([C:8]2[S:9][C:10]3[C:11]([NH:47][C:30]4[CH:31]=[C:32]([CH3:33])[N:36]=[CH:35][N:29]=4)=[N:12][CH:13]=[CH:14][C:15]=3[N:16]=2)=[C:2]([Cl:1])[CH:3]=1. The yield is 0.789.